Dataset: Full USPTO retrosynthesis dataset with 1.9M reactions from patents (1976-2016). Task: Predict the reactants needed to synthesize the given product. (1) Given the product [CH3:1][O:2][C:3]([CH:5]1[CH2:10][CH2:9][CH:8]([CH2:11][N:12]2[C:16]3[CH:17]=[C:18]([F:22])[C:19]([F:21])=[CH:20][C:15]=3[N:14]=[C:13]2[C:23]2[CH:28]=[CH:27][C:26]([Cl:29])=[CH:25][C:24]=2[O:30][CH2:32][CH:33]2[CH2:37][CH2:36][CH2:35][CH2:34]2)[CH2:7][CH2:6]1)=[O:4], predict the reactants needed to synthesize it. The reactants are: [CH3:1][O:2][C:3]([CH:5]1[CH2:10][CH2:9][CH:8]([CH2:11][N:12]2[C:16]3[CH:17]=[C:18]([F:22])[C:19]([F:21])=[CH:20][C:15]=3[N:14]=[C:13]2[C:23]2[CH:28]=[CH:27][C:26]([Cl:29])=[CH:25][C:24]=2[OH:30])[CH2:7][CH2:6]1)=[O:4].Br[CH2:32][CH:33]1[CH2:37][CH2:36][CH2:35][CH2:34]1. (2) Given the product [CH3:12][O:13][CH2:14][O:15][CH2:6][CH2:5][CH:4]1[CH2:8][O:10]1, predict the reactants needed to synthesize it. The reactants are: ClC1C=[CH:6][CH:5]=[C:4]([C:8]([O:10]O)=O)C=1.[CH3:12][O:13][CH2:14][O:15]CCC=C.